From a dataset of Catalyst prediction with 721,799 reactions and 888 catalyst types from USPTO. Predict which catalyst facilitates the given reaction. (1) Reactant: [C:1]1([C:7]2[CH:15]=[CH:14][C:10]([C:11](Cl)=[O:12])=[CH:9][CH:8]=2)[CH:6]=[CH:5][CH:4]=[CH:3][CH:2]=1.Cl.[NH2:17][CH:18]([C:24]([O:26][CH2:27][CH3:28])=[O:25])[C:19]([O:21][CH2:22][CH3:23])=[O:20].C(=O)([O-])O.[Na+]. Product: [CH2:27]([O:26][C:24](=[O:25])[CH:18]([NH:17][C:11]([C:10]1[CH:14]=[CH:15][C:7]([C:1]2[CH:6]=[CH:5][CH:4]=[CH:3][CH:2]=2)=[CH:8][CH:9]=1)=[O:12])[C:19]([O:21][CH2:22][CH3:23])=[O:20])[CH3:28]. The catalyst class is: 22. (2) Reactant: [F:1][C:2]([F:36])([F:35])[C:3]1[CH:4]=[C:5]([CH:28]=[C:29]([C:31]([F:34])([F:33])[F:32])[CH:30]=1)[CH2:6][N:7]([C@@H:14]1[C:20]2=[CH:21][C:22]3[CH2:23][O:24][CH2:25][C:26]=3[CH:27]=[C:19]2[NH:18][CH2:17][CH2:16][CH2:15]1)[C:8]1[N:9]=[N:10][N:11]([CH3:13])[N:12]=1.[CH:37]1([CH:42]=O)[CH2:41][CH2:40][CH2:39][CH2:38]1.C(O)(=O)C.C(O[BH-](OC(=O)C)OC(=O)C)(=O)C.[Na+]. Product: [F:36][C:2]([F:1])([F:35])[C:3]1[CH:4]=[C:5]([CH:28]=[C:29]([C:31]([F:32])([F:33])[F:34])[CH:30]=1)[CH2:6][N:7]([C@@H:14]1[C:20]2=[CH:21][C:22]3[CH2:23][O:24][CH2:25][C:26]=3[CH:27]=[C:19]2[N:18]([CH2:42][CH:37]2[CH2:41][CH2:40][CH2:39][CH2:38]2)[CH2:17][CH2:16][CH2:15]1)[C:8]1[N:9]=[N:10][N:11]([CH3:13])[N:12]=1. The catalyst class is: 4.